Dataset: Forward reaction prediction with 1.9M reactions from USPTO patents (1976-2016). Task: Predict the product of the given reaction. (1) Given the reactants [Cl:1][C:2]1[CH:7]=[C:6]([F:8])[CH:5]=[CH:4][C:3]=1[S:9]([N:12]([CH3:35])[CH2:13][CH2:14][CH2:15][NH:16][C:17](=[O:34])[C@H:18]([CH2:30][CH:31]([CH3:33])[CH3:32])[NH:19]C(OCC1C=CC=CC=1)=O)(=[O:11])=[O:10].B(Br)(Br)Br, predict the reaction product. The product is: [Cl:1][C:2]1[CH:7]=[C:6]([F:8])[CH:5]=[CH:4][C:3]=1[S:9]([N:12]([CH3:35])[CH2:13][CH2:14][CH2:15][NH:16][C:17](=[O:34])[C@H:18]([CH2:30][CH:31]([CH3:33])[CH3:32])[NH2:19])(=[O:10])=[O:11]. (2) The product is: [CH2:41]([O:40][C:38]([NH:8][C@@H:9]([CH2:14][C:15]1[CH:20]=[CH:19][C:18]([CH:21]2[S:25](=[O:27])(=[O:26])[NH:24][C:23](=[O:28])[CH2:22]2)=[C:17]([Cl:29])[CH:16]=1)[C:10]([OH:12])=[O:11])=[O:39])[C:42]1[CH:47]=[CH:46][CH:45]=[CH:44][CH:43]=1. Given the reactants FC(F)(F)C(O)=O.[NH2:8][C@@H:9]([CH2:14][C:15]1[CH:20]=[CH:19][C:18]([CH:21]2[S:25](=[O:27])(=[O:26])[NH:24][C:23](=[O:28])[CH2:22]2)=[C:17]([Cl:29])[CH:16]=1)[C:10]([O:12]C)=[O:11].C(N(CC)CC)C.Cl[C:38]([O:40][CH2:41][C:42]1[CH:47]=[CH:46][CH:45]=[CH:44][CH:43]=1)=[O:39].[OH-].[Li+], predict the reaction product. (3) Given the reactants [CH3:1][O:2][C:3]1[CH:29]=[CH:28][C:6]2[NH:7][C:8](=[O:27])[N:9]([CH:12]3[CH2:17][CH2:16][N:15]([C:18]4[CH:23]=[CH:22][N:21]=[C:20]([C:24]([OH:26])=O)[CH:19]=4)[CH2:14][CH2:13]3)[CH2:10][CH2:11][C:5]=2[CH:4]=1.[NH:30]1[C:40]2[C:41]3[CH:32]([CH2:33][C:34](=[O:42])[NH:35][C:36]=3[CH:37]=[CH:38][CH:39]=2)[CH2:31]1.CN(C(ON1N=NC2C=CC=CC1=2)=[N+](C)C)C.[B-](F)(F)(F)F, predict the reaction product. The product is: [CH3:1][O:2][C:3]1[CH:29]=[CH:28][C:6]2[NH:7][C:8](=[O:27])[N:9]([CH:12]3[CH2:17][CH2:16][N:15]([C:18]4[CH:23]=[CH:22][N:21]=[C:20]([C:24]([N:30]5[C:40]6[C:41]7[CH:32]([CH2:33][C:34](=[O:42])[NH:35][C:36]=7[CH:37]=[CH:38][CH:39]=6)[CH2:31]5)=[O:26])[CH:19]=4)[CH2:14][CH2:13]3)[CH2:10][CH2:11][C:5]=2[CH:4]=1. (4) Given the reactants [OH:1][C:2]1[C:3](=[O:11])[NH:4][CH:5]=[CH:6][C:7]=1[C:8](Cl)=[O:9].[C:12]1([C@@H:18]2[CH2:23][CH2:22][C@H:21]([NH2:24])[CH2:20][CH2:19]2)[CH:17]=[CH:16][CH:15]=[CH:14][CH:13]=1.CCN(CC)CC, predict the reaction product. The product is: [OH:1][C:2]1[C:3](=[O:11])[NH:4][CH:5]=[CH:6][C:7]=1[C:8]([NH:24][C@H:21]1[CH2:20][CH2:19][C@@H:18]([C:12]2[CH:17]=[CH:16][CH:15]=[CH:14][CH:13]=2)[CH2:23][CH2:22]1)=[O:9]. (5) Given the reactants Cl[C:2]1[CH:3]=[CH:4][C:5]2[N:6]([C:8]([C:11]3[CH:16]=[CH:15][C:14]([O:17][CH3:18])=[C:13]([O:19][CH3:20])[CH:12]=3)=[CH:9][N:10]=2)[N:7]=1.[OH:21][CH2:22][CH2:23][O:24][C:25]1[CH:30]=[CH:29][C:28](B2OC(C)(C)C(C)(C)O2)=[CH:27][C:26]=1[C:40](=[O:42])[CH3:41], predict the reaction product. The product is: [CH3:20][O:19][C:13]1[CH:12]=[C:11]([C:8]2[N:6]3[N:7]=[C:2]([C:28]4[CH:29]=[CH:30][C:25]([O:24][CH2:23][CH2:22][OH:21])=[C:26]([C:40](=[O:42])[CH3:41])[CH:27]=4)[CH:3]=[CH:4][C:5]3=[N:10][CH:9]=2)[CH:16]=[CH:15][C:14]=1[O:17][CH3:18]. (6) Given the reactants [F:1][C:2]1[CH:7]=[CH:6][C:5]([N:8]2[CH2:17][CH2:16][C:15]3[C:10](=[CH:11][CH:12]=[C:13]([O:18][CH2:19][C:20]4[CH:25]=[CH:24][CH:23]=[CH:22][CH:21]=4)[CH:14]=3)[CH:9]2[CH2:26][C:27]2[CH:32]=[CH:31][C:30]([N+:33]([O-])=O)=[CH:29][CH:28]=2)=[CH:4][CH:3]=1.Cl[Sn]Cl.O, predict the reaction product. The product is: [F:1][C:2]1[CH:7]=[CH:6][C:5]([N:8]2[CH2:17][CH2:16][C:15]3[C:10](=[CH:11][CH:12]=[C:13]([O:18][CH2:19][C:20]4[CH:25]=[CH:24][CH:23]=[CH:22][CH:21]=4)[CH:14]=3)[CH:9]2[CH2:26][C:27]2[CH:28]=[CH:29][C:30]([NH2:33])=[CH:31][CH:32]=2)=[CH:4][CH:3]=1. (7) Given the reactants [CH3:1][C:2]1([CH3:28])[CH2:7][C:6]([CH3:9])([CH3:8])[CH2:5][CH:4]([C:10]2[CH:15]=[CH:14][CH:13]=[CH:12][C:11]=2[N:16]2[CH2:21][CH2:20][N:19]([CH2:22][C@@H:23]3[CH2:25][C@H:24]3[CH2:26]O)[CH2:18][CH2:17]2)[CH2:3]1.C(N(S(F)(F)[F:35])CC)C.C(=O)([O-])O.[Na+].C(OCC)(=O)C, predict the reaction product. The product is: [F:35][CH2:26][C@@H:24]1[CH2:25][C@H:23]1[CH2:22][N:19]1[CH2:18][CH2:17][N:16]([C:11]2[CH:12]=[CH:13][CH:14]=[CH:15][C:10]=2[CH:4]2[CH2:3][C:2]([CH3:28])([CH3:1])[CH2:7][C:6]([CH3:8])([CH3:9])[CH2:5]2)[CH2:21][CH2:20]1. (8) Given the reactants [NH:1]1[CH2:6][CH2:5][CH:4]([N:7]2[CH2:12][CH2:11][CH:10]([N:13]3[C:17]4=[N:18][CH:19]=[N:20][C:21]([NH2:22])=[C:16]4[C:15]([C:23]4[CH:28]=[CH:27][C:26]([O:29][C:30]5[CH:35]=[CH:34][CH:33]=[CH:32][CH:31]=5)=[CH:25][CH:24]=4)=[N:14]3)[CH2:9][CH2:8]2)[CH2:3][CH2:2]1.[C:36]([OH:43])(=[O:42])/[CH:37]=[CH:38]\[C:39]([OH:41])=[O:40], predict the reaction product. The product is: [C:36]([OH:43])(=[O:42])/[CH:37]=[CH:38]\[C:39]([OH:41])=[O:40].[C:36]([OH:43])(=[O:42])/[CH:37]=[CH:38]\[C:39]([OH:41])=[O:40].[C:36]([OH:43])(=[O:42])/[CH:37]=[CH:38]\[C:39]([OH:41])=[O:40].[NH:1]1[CH2:2][CH2:3][CH:4]([N:7]2[CH2:12][CH2:11][CH:10]([N:13]3[C:17]4=[N:18][CH:19]=[N:20][C:21]([NH2:22])=[C:16]4[C:15]([C:23]4[CH:28]=[CH:27][C:26]([O:29][C:30]5[CH:35]=[CH:34][CH:33]=[CH:32][CH:31]=5)=[CH:25][CH:24]=4)=[N:14]3)[CH2:9][CH2:8]2)[CH2:5][CH2:6]1.